Task: Predict the reaction yield, written as a fraction of the theoretical maximum amount of product (1.0 means a 100% yield; for example, 0.34 means a 34% yield).. Dataset: Reaction yield outcomes from USPTO patents with 853,638 reactions (1) The reactants are [Br:1][C:2]1[N:3]=[C:4]([NH:16][CH2:17][C@@H:18]([NH:30]C(=O)OC(C)(C)C)[CH2:19][C:20]2[CH:25]=[CH:24][C:23]([C:26]([F:29])([F:28])[F:27])=[CH:22][CH:21]=2)[S:5][C:6]=1[C:7]1[S:8][C:9]2[CH:10]=[N:11][CH:12]=[CH:13][C:14]=2[N:15]=1.C(O)(C(F)(F)F)=O.CO. The catalyst is C([SiH](CC)CC)C.C(Cl)Cl. The product is [NH2:30][C@@H:18]([CH2:19][C:20]1[CH:25]=[CH:24][C:23]([C:26]([F:27])([F:29])[F:28])=[CH:22][CH:21]=1)[CH2:17][NH:16][C:4]1[S:5][C:6]([C:7]2[S:8][C:9]3[CH:10]=[N:11][CH:12]=[CH:13][C:14]=3[N:15]=2)=[C:2]([Br:1])[N:3]=1. The yield is 0.650. (2) The reactants are Cl[C:2]([CH2:4][C:5]([O:7][CH2:8][CH3:9])=[O:6])=[O:3].C([N:12]([CH2:15][CH3:16])[CH2:13][CH3:14])C.[C:17](=[O:20])([O-])O.[Na+].[O-][CH2:23][CH3:24].[Na+].[CH2:26]1[CH2:30]O[CH2:28][CH2:27]1. The catalyst is C(O)C. The product is [CH2:23]([CH:15]1[N:12]([C:13]2[CH:14]=[CH:30][CH:26]=[CH:27][CH:28]=2)[C:2](=[O:3])[C:4]([C:5]([O:7][CH2:8][CH3:9])=[O:6])=[C:17]([OH:20])[CH2:16]1)[CH3:24]. The yield is 0.560. (3) The reactants are Br[C:2]1[N:3]=[CH:4][C:5]2[N:6]([CH:9]=[C:10]([CH3:12])[N:11]=2)[C:7]=1[Cl:8].[CH3:13][Si:14]([C:17]#[CH:18])([CH3:16])[CH3:15].C(N(CC)CC)C. The catalyst is CN(C)C=O.Cl[Pd](Cl)([P](C1C=CC=CC=1)(C1C=CC=CC=1)C1C=CC=CC=1)[P](C1C=CC=CC=1)(C1C=CC=CC=1)C1C=CC=CC=1.[Cu]I. The product is [Cl:8][C:7]1[N:6]2[CH:9]=[C:10]([CH3:12])[N:11]=[C:5]2[CH:4]=[N:3][C:2]=1[C:18]#[C:17][Si:14]([CH3:16])([CH3:15])[CH3:13]. The yield is 0.760. (4) The reactants are [Cl:1][C:2]1[CH:11]=[C:10]2[C:5]([C:6]([N:12]3[CH2:17][CH2:16][N:15]([C:18](=[O:25])/[CH:19]=[CH:20]/[CH2:21][N:22]([CH3:24])[CH3:23])[CH:14]([C:26]([NH2:28])=O)[CH2:13]3)=[N:7][CH:8]=[N:9]2)=[CH:4][C:3]=1[C:29]1[CH:34]=[CH:33][C:32]([Cl:35])=[CH:31][CH:30]=1.CCN(CC)CC.C(OC(C(F)(F)F)=O)(C(F)(F)F)=O. The catalyst is C(Cl)Cl. The product is [Cl:1][C:2]1[CH:11]=[C:10]2[C:5]([C:6]([N:12]3[CH2:17][CH2:16][N:15]([C:18](=[O:25])/[CH:19]=[CH:20]/[CH2:21][N:22]([CH3:24])[CH3:23])[CH:14]([C:26]#[N:28])[CH2:13]3)=[N:7][CH:8]=[N:9]2)=[CH:4][C:3]=1[C:29]1[CH:30]=[CH:31][C:32]([Cl:35])=[CH:33][CH:34]=1. The yield is 0.290.